Dataset: Peptide-MHC class I binding affinity with 185,985 pairs from IEDB/IMGT. Task: Regression. Given a peptide amino acid sequence and an MHC pseudo amino acid sequence, predict their binding affinity value. This is MHC class I binding data. The peptide sequence is MRDLRQHEV. The MHC is HLA-A80:01 with pseudo-sequence HLA-A80:01. The binding affinity (normalized) is 0.0847.